This data is from Peptide-MHC class I binding affinity with 185,985 pairs from IEDB/IMGT. The task is: Regression. Given a peptide amino acid sequence and an MHC pseudo amino acid sequence, predict their binding affinity value. This is MHC class I binding data. The peptide sequence is VIPMHTGLI. The MHC is Mamu-A01 with pseudo-sequence Mamu-A01. The binding affinity (normalized) is 0.663.